Regression. Given a peptide amino acid sequence and an MHC pseudo amino acid sequence, predict their binding affinity value. This is MHC class I binding data. From a dataset of Peptide-MHC class I binding affinity with 185,985 pairs from IEDB/IMGT. (1) The MHC is HLA-B40:02 with pseudo-sequence HLA-B40:02. The peptide sequence is SEMVMCGGSL. The binding affinity (normalized) is 0.360. (2) The binding affinity (normalized) is 0.235. The MHC is HLA-A24:02 with pseudo-sequence HLA-A24:02. The peptide sequence is CFLIFHFFLF. (3) The peptide sequence is NRLKPRDFK. The MHC is HLA-B15:09 with pseudo-sequence HLA-B15:09. The binding affinity (normalized) is 0.0847.